Dataset: Peptide-MHC class I binding affinity with 185,985 pairs from IEDB/IMGT. Task: Regression. Given a peptide amino acid sequence and an MHC pseudo amino acid sequence, predict their binding affinity value. This is MHC class I binding data. (1) The MHC is Mamu-A01 with pseudo-sequence Mamu-A01. The peptide sequence is GQPVEVLLDT. The binding affinity (normalized) is 0. (2) The peptide sequence is GTEEIKSLY. The MHC is HLA-B18:01 with pseudo-sequence HLA-B18:01. The binding affinity (normalized) is 0.597. (3) The peptide sequence is KLTQGRQTY. The MHC is HLA-A01:01 with pseudo-sequence HLA-A01:01. The binding affinity (normalized) is 0.0847. (4) The peptide sequence is IIVAPYIAL. The MHC is H-2-Kb with pseudo-sequence H-2-Kb. The binding affinity (normalized) is 0.668. (5) The peptide sequence is RPRGAPTPT. The MHC is HLA-B39:01 with pseudo-sequence HLA-B39:01. The binding affinity (normalized) is 0.213. (6) The peptide sequence is VSIILANER. The MHC is HLA-A03:01 with pseudo-sequence HLA-A03:01. The binding affinity (normalized) is 0. (7) The peptide sequence is MIWDPNGW. The MHC is HLA-A26:01 with pseudo-sequence HLA-A26:01. The binding affinity (normalized) is 0.